Dataset: Reaction yield outcomes from USPTO patents with 853,638 reactions. Task: Predict the reaction yield, written as a fraction of the theoretical maximum amount of product (1.0 means a 100% yield; for example, 0.34 means a 34% yield). (1) The reactants are [CH3:1][C:2](=[CH2:4])[CH3:3].[Br:5][CH2:6][C:7]1[CH:16]=[C:15]2[C:10]([CH:11]=[CH:12][CH:13]=[C:14]2[C:17]([OH:19])=[O:18])=[CH:9][CH:8]=1.S(=O)(=O)(O)O. The catalyst is ClCCl. The product is [C:2]([O:19][C:17]([C:14]1[C:15]2[C:10](=[CH:9][CH:8]=[C:7]([CH2:6][Br:5])[CH:16]=2)[CH:11]=[CH:12][CH:13]=1)=[O:18])([CH3:3])([CH3:1])[CH3:4]. The yield is 0.888. (2) The reactants are [CH2:1]([NH:3][C:4]([N:6]=[C:7](OC)[C:8]1[CH:13]=[CH:12][CH:11]=[CH:10][CH:9]=1)=[O:5])[CH3:2].Cl.Cl.[NH2:18][CH:19]([CH2:32][CH:33]1[CH2:38][CH2:37][CH2:36][CH2:35][CH2:34]1)[C:20]([NH:22][C:23]1([C:30]#[N:31])[CH2:28][CH2:27][N:26]([CH3:29])[CH2:25][CH2:24]1)=[O:21].C(N(CC)C(C)C)(C)C. The catalyst is CO. The product is [C:30]([C:23]1([NH:22][C:20](=[O:21])[CH:19]([NH:18][C:7](=[N:6][C:4](=[O:5])[NH:3][CH2:1][CH3:2])[C:8]2[CH:9]=[CH:10][CH:11]=[CH:12][CH:13]=2)[CH2:32][CH:33]2[CH2:34][CH2:35][CH2:36][CH2:37][CH2:38]2)[CH2:24][CH2:25][N:26]([CH3:29])[CH2:27][CH2:28]1)#[N:31]. The yield is 0.430. (3) The reactants are [C:1]([N:4]1[C:13]2[C:8](=[CH:9][CH:10]=[CH:11][CH:12]=2)[C@@H:7]([OH:14])[CH2:6][C@@H:5]1[CH3:15])(=[O:3])[CH3:2].[F:16][C:17]1[CH:18]=[C:19]([CH:21]=[CH:22][CH:23]=1)N. No catalyst specified. The product is [C:1]([N:4]1[C:13]2[C:8](=[CH:9][CH:10]=[CH:11][CH:12]=2)[C@H:7]([O:14][C:22]2[CH:21]=[CH:19][CH:18]=[C:17]([F:16])[CH:23]=2)[CH2:6][C@@H:5]1[CH3:15])(=[O:3])[CH3:2]. The yield is 0.470. (4) The reactants are [Br:1][C:2]1[CH:11]=[C:10]2[C:5]([CH:6]=[C:7]([N:12]3C(=O)C4C(=CC=CC=4)C3=O)[CH:8]=[N:9]2)=[CH:4][CH:3]=1.NN. The catalyst is C(O)C. The product is [Br:1][C:2]1[CH:11]=[C:10]2[C:5]([CH:6]=[C:7]([NH2:12])[CH:8]=[N:9]2)=[CH:4][CH:3]=1. The yield is 0.560. (5) The catalyst is ClCCl. The reactants are C[Si]([C:5]#[N:6])(C)C.[NH2:7][C:8]1[CH:12]=[C:11]([CH3:13])[NH:10][N:9]=1.[C:14]1(=O)[CH2:17][CH2:16][CH2:15]1. The yield is 0.760. The product is [CH3:13][C:11]1[CH:12]=[C:8]([NH:7][C:14]2([C:5]#[N:6])[CH2:17][CH2:16][CH2:15]2)[NH:9][N:10]=1. (6) The reactants are [OH:1][C@@H:2]1[CH2:7][CH2:6][C@H:5]([N:8]2[CH2:12][CH2:11][C@:10]3([CH2:17][CH2:16][CH2:15][NH:14][CH2:13]3)[C:9]2=[O:18])[CH2:4][CH2:3]1.[Br:19][C:20]1[CH:25]=[CH:24][C:23](I)=[C:22]([F:27])[CH:21]=1.P([O-])([O-])([O-])=O.[K+].[K+].[K+].C(O)CO. The catalyst is C(O)CCC.[Cu]I. The product is [Br:19][C:20]1[CH:25]=[CH:24][C:23]([N:14]2[CH2:15][CH2:16][CH2:17][C@@:10]3([C:9](=[O:18])[N:8]([C@H:5]4[CH2:6][CH2:7][C@@H:2]([OH:1])[CH2:3][CH2:4]4)[CH2:12][CH2:11]3)[CH2:13]2)=[C:22]([F:27])[CH:21]=1. The yield is 0.542. (7) The reactants are Cl[C:2]1[C:11]2[C:6](=[CH:7][CH:8]=[CH:9][CH:10]=2)[N:5]([CH2:12][C:13]2[CH:18]=[CH:17][C:16]([F:19])=[CH:15][CH:14]=2)[C:4](=[O:20])[C:3]=1[C:21]#[N:22].[NH:23]1[CH2:28][CH2:27][NH:26][CH2:25][CH2:24]1. The catalyst is ClCCl. The product is [F:19][C:16]1[CH:17]=[CH:18][C:13]([CH2:12][N:5]2[C:6]3[C:11](=[CH:10][CH:9]=[CH:8][CH:7]=3)[C:2]([N:23]3[CH2:28][CH2:27][NH:26][CH2:25][CH2:24]3)=[C:3]([C:21]#[N:22])[C:4]2=[O:20])=[CH:14][CH:15]=1. The yield is 0.980.